Dataset: Catalyst prediction with 721,799 reactions and 888 catalyst types from USPTO. Task: Predict which catalyst facilitates the given reaction. (1) Reactant: [OH:1][C:2]1[CH:3]=[C:4]([C:8]2[N:9]=[CH:10][N:11]([C:13]([N:15]([CH3:22])[CH:16]3[CH2:21][CH2:20][NH:19][CH2:18][CH2:17]3)=[O:14])[CH:12]=2)[CH:5]=[CH:6][CH:7]=1.Br.OC1C=C(C2N=CN(C(N(C)C3CCNCC3)=O)C=2)C=CC=1.C(N(CC)C(C)C)(C)C.[O:55]1[C:59]2[CH:60]=[CH:61][C:62]([CH:64]=O)=[CH:63][C:58]=2[O:57][CH2:56]1.[Na].C(O)(=O)C. Product: [O:55]1[C:59]2[CH:60]=[CH:61][C:62]([CH2:64][N:19]3[CH2:20][CH2:21][CH:16]([N:15]([CH3:22])[C:13]([N:11]4[CH:12]=[C:8]([C:4]5[CH:5]=[CH:6][CH:7]=[C:2]([OH:1])[CH:3]=5)[N:9]=[CH:10]4)=[O:14])[CH2:17][CH2:18]3)=[CH:63][C:58]=2[O:57][CH2:56]1. The catalyst class is: 26. (2) Reactant: Cl[C:2]1[CH:11]=[CH:10][CH:9]=[CH:8][C:3]=1[CH2:4][CH2:5][CH:6]=[O:7].[O:12]=[C:13](/[CH:19]=[CH:20]/[C:21]1[CH:26]=[CH:25][C:24]([CH3:27])=[CH:23][CH:22]=1)[C:14]([O:16][CH2:17][CH3:18])=[O:15]. Product: [CH2:4]([C@@H:5]1[C:6](=[O:7])[O:12][C:13]([C:14]([O:16][CH2:17][CH3:18])=[O:15])=[CH:19][C@@H:20]1[C:21]1[CH:22]=[CH:23][C:24]([CH3:27])=[CH:25][CH:26]=1)[C:3]1[CH:8]=[CH:9][CH:10]=[CH:11][CH:2]=1. The catalyst class is: 22. (3) Reactant: [C:1]([CH2:3][C:4]([OH:6])=[O:5])#[N:2].[CH3:7][C:8]([CH:11]=O)([CH3:10])[CH3:9].N1CCCCC1. The catalyst class is: 5. Product: [C:1]([C:3](=[CH:7][C:8]([CH3:11])([CH3:10])[CH3:9])[C:4]([OH:6])=[O:5])#[N:2]. (4) Reactant: [C:1]([NH:8][CH2:9][CH2:10][C:11]([OH:13])=O)([O:3][C:4]([CH3:7])([CH3:6])[CH3:5])=[O:2].C1C=[N:18][C:17]2[N:20]([OH:23])N=N[C:16]=2[CH:15]=1.NC1C=CON=1. Product: [C:4]([O:3][C:1](=[O:2])[NH:8][CH2:9][CH2:10][C:11](=[O:13])[NH:18][C:17]1[CH:16]=[CH:15][O:23][N:20]=1)([CH3:5])([CH3:6])[CH3:7]. The catalyst class is: 2. (5) Reactant: [CH2:1]([C:3]1[N:4]=[C:5]2[C:10](=[C:11]3[C:16]=1[CH:15]=[C:14]([F:17])[CH:13]=[CH:12]3)[CH:9]=[CH:8][CH:7]=[CH:6]2)[CH3:2].[BH4-].[Na+].FC(F)(F)C(O)=O.C1C=CC2C3C=CC=CC=3NCC=2C=1.C(N(CC)CC)C.[CH3:48][O:49][C:50]1[CH:55]=[CH:54][C:53]([S:56](Cl)(=[O:58])=[O:57])=[CH:52][CH:51]=1. Product: [CH:14]1[CH:13]=[CH:12][C:11]2[C:10]3[CH:9]=[CH:8][CH:7]=[CH:6][C:5]=3[NH:4][CH2:3][C:16]=2[CH:15]=1.[CH2:1]([CH:3]1[C:16]2[C:11](=[CH:12][CH:13]=[C:14]([F:17])[CH:15]=2)[C:10]2[CH:9]=[CH:8][CH:7]=[CH:6][C:5]=2[N:4]1[S:56]([C:53]1[CH:52]=[CH:51][C:50]([O:49][CH3:48])=[CH:55][CH:54]=1)(=[O:58])=[O:57])[CH3:2]. The catalyst class is: 217. (6) Reactant: Cl.Cl.[CH3:3][C@@H:4]1[C:12]2[C:11]([N:13]3[CH2:18][CH2:17][NH:16][CH2:15][CH2:14]3)=[N:10][CH:9]=[N:8][C:7]=2[CH2:6][S:5]1.[C:19]([O:23][C:24]([NH:26][C@H:27]([CH2:31][C:32]1[CH:37]=[CH:36][C:35]([Cl:38])=[C:34]([F:39])[CH:33]=1)[C:28](O)=[O:29])=[O:25])([CH3:22])([CH3:21])[CH3:20].CN(C(ON1N=NC2C=CC=CC1=2)=[N+](C)C)C.F[P-](F)(F)(F)(F)F. Product: [Cl:38][C:35]1[CH:36]=[CH:37][C:32]([CH2:31][C@@H:27]([NH:26][C:24](=[O:25])[O:23][C:19]([CH3:20])([CH3:21])[CH3:22])[C:28]([N:16]2[CH2:17][CH2:18][N:13]([C:11]3[C:12]4[C@@H:4]([CH3:3])[S:5][CH2:6][C:7]=4[N:8]=[CH:9][N:10]=3)[CH2:14][CH2:15]2)=[O:29])=[CH:33][C:34]=1[F:39]. The catalyst class is: 347.